Dataset: NCI-60 drug combinations with 297,098 pairs across 59 cell lines. Task: Regression. Given two drug SMILES strings and cell line genomic features, predict the synergy score measuring deviation from expected non-interaction effect. (1) Drug 1: CC(C1=C(C=CC(=C1Cl)F)Cl)OC2=C(N=CC(=C2)C3=CN(N=C3)C4CCNCC4)N. Drug 2: C1CNP(=O)(OC1)N(CCCl)CCCl. Cell line: CAKI-1. Synergy scores: CSS=16.3, Synergy_ZIP=-1.89, Synergy_Bliss=7.21, Synergy_Loewe=-14.0, Synergy_HSA=2.38. (2) Synergy scores: CSS=13.0, Synergy_ZIP=-5.72, Synergy_Bliss=0.0270, Synergy_Loewe=0.801, Synergy_HSA=0.970. Drug 1: C1=NC(=NC(=O)N1C2C(C(C(O2)CO)O)O)N. Drug 2: CC1=C(N=C(N=C1N)C(CC(=O)N)NCC(C(=O)N)N)C(=O)NC(C(C2=CN=CN2)OC3C(C(C(C(O3)CO)O)O)OC4C(C(C(C(O4)CO)O)OC(=O)N)O)C(=O)NC(C)C(C(C)C(=O)NC(C(C)O)C(=O)NCCC5=NC(=CS5)C6=NC(=CS6)C(=O)NCCC[S+](C)C)O. Cell line: MALME-3M. (3) Drug 1: C1CC(=O)NC(=O)C1N2CC3=C(C2=O)C=CC=C3N. Drug 2: CC12CCC3C(C1CCC2OP(=O)(O)O)CCC4=C3C=CC(=C4)OC(=O)N(CCCl)CCCl.[Na+]. Cell line: SF-539. Synergy scores: CSS=-1.77, Synergy_ZIP=-3.97, Synergy_Bliss=-10.7, Synergy_Loewe=-10.0, Synergy_HSA=-9.76.